Dataset: Catalyst prediction with 721,799 reactions and 888 catalyst types from USPTO. Task: Predict which catalyst facilitates the given reaction. Reactant: [F:1][C:2]1[CH:7]=[CH:6][C:5]([N:8]2[C:16]3[C:11](=[CH:12][C:13]([O:17][C@H:18]([C:22]4[CH:27]=[CH:26][CH:25]=[CH:24][CH:23]=4)[C@@H:19]([NH2:21])[CH3:20])=[CH:14][CH:15]=3)[CH:10]=[N:9]2)=[CH:4][CH:3]=1.C(N(CC)CC)C.[CH3:35][N:36]1[CH:40]=[C:39]([S:41](Cl)(=[O:43])=[O:42])[N:38]=[CH:37]1.O. Product: [F:1][C:2]1[CH:3]=[CH:4][C:5]([N:8]2[C:16]3[C:11](=[CH:12][C:13]([O:17][C@H:18]([C:22]4[CH:23]=[CH:24][CH:25]=[CH:26][CH:27]=4)[C@@H:19]([NH:21][S:41]([C:39]4[N:38]=[CH:37][N:36]([CH3:35])[CH:40]=4)(=[O:43])=[O:42])[CH3:20])=[CH:14][CH:15]=3)[CH:10]=[N:9]2)=[CH:6][CH:7]=1. The catalyst class is: 154.